From a dataset of Full USPTO retrosynthesis dataset with 1.9M reactions from patents (1976-2016). Predict the reactants needed to synthesize the given product. (1) Given the product [CH3:1][O:2][CH:3]1[CH2:8][CH2:7][N:6]([C:9]2[CH:10]=[CH:11][C:12]([N+:23]([O-:25])=[O:24])=[C:13]([C:34]3[CH2:39][C:38]([CH3:41])([CH3:40])[CH2:37][C:36]([CH3:43])([CH3:42])[CH:35]=3)[CH:14]=2)[CH2:5][CH2:4]1, predict the reactants needed to synthesize it. The reactants are: [CH3:1][O:2][CH:3]1[CH2:8][CH2:7][N:6]([C:9]2[CH:10]=[CH:11][C:12]([N+:23]([O-:25])=[O:24])=[C:13](OS(C(F)(F)F)(=O)=O)[CH:14]=2)[CH2:5][CH2:4]1.CC1(C)C(C)(C)OB([C:34]2[CH2:39][C:38]([CH3:41])([CH3:40])[CH2:37][C:36]([CH3:43])([CH3:42])[CH:35]=2)O1. (2) Given the product [CH3:5][O:4][C:2](=[O:3])[NH:6][CH2:7][C@@H:8]1[O:12][C:11](=[O:13])[N:10]([C:14]2[CH:15]=[C:16]3[C:20](=[C:21]([F:23])[CH:22]=2)[N:19]([CH:24]([CH3:25])[CH3:26])[C:18](=[O:27])[CH2:17]3)[CH2:9]1, predict the reactants needed to synthesize it. The reactants are: Cl[C:2]([O:4][CH3:5])=[O:3].[NH2:6][CH2:7][CH:8]1[O:12][C:11](=[O:13])[N:10]([C:14]2[CH:15]=[C:16]3[C:20](=[C:21]([F:23])[CH:22]=2)[N:19]([CH:24]([CH3:26])[CH3:25])[C:18](=[O:27])[CH2:17]3)[CH2:9]1.C(N(C(C)C)CC)(C)C. (3) The reactants are: [Cl:1][C:2]1[CH:3]=[C:4]([CH:11]=[C:12]([F:15])[C:13]=1F)[C:5]([O:7][CH2:8][C:9]#[CH:10])=[O:6].[CH2:16]([OH:19])[C:17]#[CH:18].[H-].[Na+].O. Given the product [Cl:1][C:2]1[CH:3]=[C:4]([CH:11]=[C:12]([F:15])[C:13]=1[O:19][CH2:16][C:17]#[CH:18])[C:5]([O:7][CH2:8][C:9]#[CH:10])=[O:6], predict the reactants needed to synthesize it. (4) The reactants are: [Cl:1][C:2]1[CH:3]=[C:4]([CH:17]=[CH:18][CH:19]=1)[O:5][CH2:6][C:7]([N:9]([CH3:16])[CH:10]1[CH2:15][CH2:14][NH:13][CH2:12][CH2:11]1)=[O:8].[F:20][C:21]([F:36])([F:35])[C:22]1[CH:27]=[CH:26][C:25]([N:28]2[CH:32]=[CH:31][C:30]([CH:33]=O)=[CH:29]2)=[CH:24][CH:23]=1.C(O[BH-](OC(=O)C)OC(=O)C)(=O)C.[Na+].C([O-])(O)=O.[Na+]. Given the product [Cl:1][C:2]1[CH:3]=[C:4]([CH:17]=[CH:18][CH:19]=1)[O:5][CH2:6][C:7]([N:9]([CH3:16])[CH:10]1[CH2:15][CH2:14][N:13]([CH2:33][C:30]2[CH:31]=[CH:32][N:28]([C:25]3[CH:26]=[CH:27][C:22]([C:21]([F:36])([F:20])[F:35])=[CH:23][CH:24]=3)[CH:29]=2)[CH2:12][CH2:11]1)=[O:8], predict the reactants needed to synthesize it. (5) Given the product [NH2:19][CH2:2][C@@H:3]([OH:18])[CH2:4][P:5]([C:10]([O:15][CH2:16][CH3:17])([O:12][CH2:13][CH3:14])[CH3:11])(=[O:9])[O:6][CH2:7][CH3:8], predict the reactants needed to synthesize it. The reactants are: Cl[CH2:2][C@@H:3]([OH:18])[CH2:4][P:5]([C:10]([O:15][CH2:16][CH3:17])([O:12][CH2:13][CH3:14])[CH3:11])(=[O:9])[O:6][CH2:7][CH3:8].[NH3:19]. (6) Given the product [OH:34][C@H:15]([C@@H:16]([CH3:33])[CH:17]=[CH:18][CH2:19][CH2:20][C@@H:21]([OH:32])[C@@H:22]([CH3:31])[C@H:23]([OH:30])[C@@H:24]([CH3:29])[CH:25]=[CH:26][CH:27]=[CH2:28])[C@@H:14]([CH3:35])[CH:13]=[CH:12][CH2:11][CH2:10][CH2:9][CH2:8][CH2:7][CH2:6][CH2:5][CH2:4][C:3]([OH:36])=[O:2], predict the reactants needed to synthesize it. The reactants are: C[O:2][C:3](=[O:36])[CH2:4][CH2:5][CH2:6][CH2:7][CH2:8][CH2:9][CH2:10][CH2:11][CH:12]=[CH:13][C@H:14]([CH3:35])[C@H:15]([OH:34])[C@@H:16]([CH3:33])[CH:17]=[CH:18][CH2:19][CH2:20][C@@H:21]([OH:32])[C@@H:22]([CH3:31])[C@H:23]([OH:30])[C@@H:24]([CH3:29])[CH:25]=[CH:26][CH:27]=[CH2:28].Cl. (7) Given the product [Cl:1][C:2]1[CH:3]=[C:4]([NH:19][S:28]([C:23]2[CH:24]=[CH:25][C:26]([CH3:27])=[C:21]([F:20])[CH:22]=2)(=[O:29])=[O:30])[CH:5]=[N:6][C:7]=1[O:8][C:9]1[CH:10]=[N:11][C:12]2[C:17]([CH:18]=1)=[CH:16][CH:15]=[CH:14][CH:13]=2, predict the reactants needed to synthesize it. The reactants are: [Cl:1][C:2]1[CH:3]=[C:4]([NH2:19])[CH:5]=[N:6][C:7]=1[O:8][C:9]1[CH:10]=[N:11][C:12]2[C:17]([CH:18]=1)=[CH:16][CH:15]=[CH:14][CH:13]=2.[F:20][C:21]1[CH:22]=[C:23]([S:28](Cl)(=[O:30])=[O:29])[CH:24]=[CH:25][C:26]=1[CH3:27].